This data is from NCI-60 drug combinations with 297,098 pairs across 59 cell lines. The task is: Regression. Given two drug SMILES strings and cell line genomic features, predict the synergy score measuring deviation from expected non-interaction effect. (1) Drug 1: CC12CCC3C(C1CCC2=O)CC(=C)C4=CC(=O)C=CC34C. Drug 2: CC1CCC2CC(C(=CC=CC=CC(CC(C(=O)C(C(C(=CC(C(=O)CC(OC(=O)C3CCCCN3C(=O)C(=O)C1(O2)O)C(C)CC4CCC(C(C4)OC)O)C)C)O)OC)C)C)C)OC. Cell line: MDA-MB-435. Synergy scores: CSS=23.7, Synergy_ZIP=-2.97, Synergy_Bliss=-1.92, Synergy_Loewe=-3.37, Synergy_HSA=-0.927. (2) Drug 1: CN(C(=O)NC(C=O)C(C(C(CO)O)O)O)N=O. Drug 2: CC(C)CN1C=NC2=C1C3=CC=CC=C3N=C2N. Cell line: DU-145. Synergy scores: CSS=1.70, Synergy_ZIP=0.0841, Synergy_Bliss=-0.0855, Synergy_Loewe=-2.62, Synergy_HSA=-4.06.